From a dataset of Catalyst prediction with 721,799 reactions and 888 catalyst types from USPTO. Predict which catalyst facilitates the given reaction. (1) Product: [NH:5]1[C:17]2[CH:22]=[CH:21][CH:20]=[CH:19][C:18]=2[N:23]=[C:4]1[CH2:6][NH:7][C:8](=[O:14])[O:9][C:10]([CH3:11])([CH3:13])[CH3:12]. The catalyst class is: 5. Reactant: O(C)[Na].[C:4]([CH2:6][NH:7][C:8](=[O:14])[O:9][C:10]([CH3:13])([CH3:12])[CH3:11])#[N:5].Cl.Cl.[C:17]1(N)[CH:22]=[CH:21][CH:20]=[CH:19][C:18]=1[NH2:23].O. (2) Reactant: CS[C:3]1[N:4]=[N:5][C:6]([C:20]#[N:21])=[C:7]([N:9]2[CH2:15][CH2:14][C:13]3[CH:16]=[CH:17][CH:18]=[CH:19][C:12]=3[CH2:11][CH2:10]2)[N:8]=1.[CH2:22]([CH2:24][NH2:25])[OH:23]. Product: [OH:23][CH2:22][CH2:24][NH:25][C:3]1[N:4]=[N:5][C:6]([C:20]#[N:21])=[C:7]([N:9]2[CH2:15][CH2:14][C:13]3[CH:16]=[CH:17][CH:18]=[CH:19][C:12]=3[CH2:11][CH2:10]2)[N:8]=1. The catalyst class is: 12. (3) Reactant: [Br:1][C:2]1[CH:3]=[C:4]([C@@:8]2([CH3:25])[N:13]([CH2:14][C:15]3[CH:20]=[CH:19][C:18]([O:21][CH3:22])=[CH:17][CH:16]=3)[C:12](=[O:23])[C@H:11]([CH3:24])[O:10][CH2:9]2)[CH:5]=[CH:6][CH:7]=1.[CH:26]([N-]C(C)C)(C)C.[Li+].IC. Product: [Br:1][C:2]1[CH:3]=[C:4]([C@@:8]2([CH3:25])[N:13]([CH2:14][C:15]3[CH:20]=[CH:19][C:18]([O:21][CH3:22])=[CH:17][CH:16]=3)[C:12](=[O:23])[C:11]([CH3:26])([CH3:24])[O:10][CH2:9]2)[CH:5]=[CH:6][CH:7]=1. The catalyst class is: 7. (4) Reactant: [CH3:1][CH:2]([CH3:14])[C@H:3]([NH:7][C:8]([O:10][CH:11]([CH3:13])[CH3:12])=[O:9])[C:4]([OH:6])=O.C(N1C=CN=C1)(N1C=CN=C1)=O.Cl.[NH2:28][CH:29]([CH:41]([CH3:43])[CH3:42])[CH2:30][NH:31][C:32](=[O:40])[C:33]1[CH:38]=[CH:37][C:36]([CH3:39])=[CH:35][CH:34]=1.C(N(CC)CC)C. Product: [CH3:42][CH:41]([CH3:43])[CH:29]([NH:28][C:4](=[O:6])[C@@H:3]([NH:7][C:8]([O:10][CH:11]([CH3:13])[CH3:12])=[O:9])[CH:2]([CH3:1])[CH3:14])[CH2:30][NH:31][C:32](=[O:40])[C:33]1[CH:34]=[CH:35][C:36]([CH3:39])=[CH:37][CH:38]=1. The catalyst class is: 1. (5) Reactant: [O:1]1[C:5]2[CH:6]=[CH:7][C:8]([C:10]([NH:12][NH2:13])=[O:11])=[CH:9][C:4]=2[CH2:3][CH2:2]1.[C:14](=S)=[S:15].C(N(CC)CC)C. Product: [O:1]1[C:5]2[CH:6]=[CH:7][C:8]([C:10]3[O:11][C:14]([SH:15])=[N:13][N:12]=3)=[CH:9][C:4]=2[CH2:3][CH2:2]1. The catalyst class is: 162. (6) Reactant: [NH:1]1[C:9]2[C:4](=[CH:5][CH:6]=[CH:7][CH:8]=2)[C:3]([C:10](=[O:15])[C:11]([O:13][CH3:14])=[O:12])=[CH:2]1.[CH3:16]I.O.Cl. Product: [CH3:16][N:1]1[C:9]2[C:4](=[CH:5][CH:6]=[CH:7][CH:8]=2)[C:3]([C:10](=[O:15])[C:11]([O:13][CH3:14])=[O:12])=[CH:2]1. The catalyst class is: 9. (7) Reactant: C([O:3][C:4](=[O:47])[CH2:5][CH2:6][CH2:7][O:8][C:9]1[CH:14]=[CH:13][CH:12]=[C:11]([CH2:15][CH2:16][CH2:17][CH2:18][CH2:19][CH2:20][O:21][C:22]2[CH:23]=[C:24]([C:30]3[CH:35]=[CH:34][C:33]([S:36]([CH3:39])(=[O:38])=[O:37])=[CH:32][CH:31]=3)[CH:25]=[C:26]([CH2:28][OH:29])[CH:27]=2)[C:10]=1[CH2:40][CH2:41][C:42]([O:44]CC)=[O:43])C.[OH-].[Na+]. Product: [C:42]([CH2:41][CH2:40][C:10]1[C:11]([CH2:15][CH2:16][CH2:17][CH2:18][CH2:19][CH2:20][O:21][C:22]2[CH:23]=[C:24]([C:30]3[CH:35]=[CH:34][C:33]([S:36]([CH3:39])(=[O:37])=[O:38])=[CH:32][CH:31]=3)[CH:25]=[C:26]([CH2:28][OH:29])[CH:27]=2)=[CH:12][CH:13]=[CH:14][C:9]=1[O:8][CH2:7][CH2:6][CH2:5][C:4]([OH:47])=[O:3])([OH:44])=[O:43]. The catalyst class is: 219.